Dataset: Forward reaction prediction with 1.9M reactions from USPTO patents (1976-2016). Task: Predict the product of the given reaction. (1) Given the reactants C(OC(N1CC[C@H](C2C=CC=CC=2)[C@H](C(O)=O)C1)=O)(C)(C)C.C(OC(N1CC[C@H](C2C=CC=CC=2)[C@H](C([N:44]2[CH2:49][CH2:48][N:47]([C:50]3[CH:55]=[C:54]([CH3:56])[CH:53]=[CH:52][C:51]=3[CH3:57])[CH2:46][CH2:45]2)=O)C1)=O)(C)(C)C, predict the reaction product. The product is: [CH3:57][C:51]1[CH:52]=[CH:53][C:54]([CH3:56])=[CH:55][C:50]=1[N:47]1[CH2:46][CH2:45][NH:44][CH2:49][CH2:48]1. (2) The product is: [CH3:67][N:68]1[CH2:72][CH2:71][C@@H:70]([NH:73][C:8](=[O:10])[C@H:7]([CH:11]([CH3:12])[CH3:13])[CH2:6][C@H:5]([O:14][Si:15]([C:18]([CH3:19])([CH3:20])[CH3:21])([CH3:16])[CH3:17])[C@@H:4]([N:1]=[N+:2]=[N-:3])[CH2:22][C@H:23]([CH2:27][C:28]2[CH:33]=[CH:32][C:31]([O:34][CH3:35])=[C:30]([O:36][CH2:37][CH2:38][CH2:39][O:40][CH3:41])[CH:29]=2)[CH:24]([CH3:26])[CH3:25])[CH2:69]1. Given the reactants [N:1]([C@@H:4]([CH2:22][C@H:23]([CH2:27][C:28]1[CH:33]=[CH:32][C:31]([O:34][CH3:35])=[C:30]([O:36][CH2:37][CH2:38][CH2:39][O:40][CH3:41])[CH:29]=1)[CH:24]([CH3:26])[CH3:25])[C@@H:5]([O:14][Si:15]([C:18]([CH3:21])([CH3:20])[CH3:19])([CH3:17])[CH3:16])[CH2:6][C@@H:7]([CH:11]([CH3:13])[CH3:12])[C:8]([OH:10])=O)=[N+:2]=[N-:3].CN(C(ON1N=NC2C=CC=CC1=2)=[N+](C)C)C.F[P-](F)(F)(F)(F)F.Cl.[CH3:67][N:68]1[CH2:72][CH2:71][C@@H:70]([NH2:73])[CH2:69]1.CCN(CC)CC, predict the reaction product. (3) Given the reactants [Cl:1][C:2]1[CH:11]=[C:10]2[C:5]([C:6](=[O:32])[C:7]([CH2:18][NH:19][C:20](=[O:31])OC3C=CC([N+]([O-])=O)=CC=3)=[CH:8][N:9]2[C:12]2[CH:17]=[CH:16][CH:15]=[CH:14][CH:13]=2)=[CH:4][CH:3]=1.[C:33]1([N:39]2[CH2:44][CH2:43][NH:42][CH2:41][CH2:40]2)[CH:38]=[CH:37][CH:36]=[CH:35][CH:34]=1.C(N(CC)C(C)C)(C)C, predict the reaction product. The product is: [Cl:1][C:2]1[CH:11]=[C:10]2[C:5]([C:6](=[O:32])[C:7]([CH2:18][NH:19][C:20]([N:42]3[CH2:43][CH2:44][N:39]([C:33]4[CH:38]=[CH:37][CH:36]=[CH:35][CH:34]=4)[CH2:40][CH2:41]3)=[O:31])=[CH:8][N:9]2[C:12]2[CH:17]=[CH:16][CH:15]=[CH:14][CH:13]=2)=[CH:4][CH:3]=1. (4) Given the reactants [C:1]([O:5][C:6]([N:8]1[CH2:13][CH2:12][N:11](C2C(=O)N(CC(C)C)N=C(C3C=CC(C)=C(F)C=3)C=2C)[CH2:10][CH2:9]1)=[O:7])([CH3:4])([CH3:3])[CH3:2].[Cl:34][C:35]1[CH:64]=[CH:63][C:38]([CH:39]=[CH:40][CH2:41][N:42]2[C:47](=[O:48])[C:46](COS(C)(=O)=O)=[CH:45][C:44]([C:55]3[CH:60]=[CH:59][C:58]([F:61])=[C:57]([CH3:62])[CH:56]=3)=[N:43]2)=[CH:37][CH:36]=1.N1(C(OC(C)(C)C)=O)CCNC[CH2:66]1, predict the reaction product. The product is: [C:1]([O:5][C:6]([N:8]1[CH2:13][CH2:12][N:11]([C:46]2[C:47](=[O:48])[N:42]([CH2:41][CH:40]=[CH:39][C:38]3[CH:37]=[CH:36][C:35]([Cl:34])=[CH:64][CH:63]=3)[N:43]=[C:44]([C:55]3[CH:60]=[CH:59][C:58]([F:61])=[C:57]([CH3:62])[CH:56]=3)[C:45]=2[CH3:66])[CH2:10][CH2:9]1)=[O:7])([CH3:4])([CH3:2])[CH3:3].